Dataset: Catalyst prediction with 721,799 reactions and 888 catalyst types from USPTO. Task: Predict which catalyst facilitates the given reaction. (1) Reactant: C(OC(=O)[NH:7][C@H:8]([C@@H:10]1[CH2:14][CH2:13][N:12]([C:15]2[C:24]([CH:25]([F:27])[F:26])=[C:23]3[C:18]([C:19](=[O:32])[NH:20][C:21](=[O:31])[N:22]3[CH:28]3[CH2:30][CH2:29]3)=[CH:17][C:16]=2[F:33])[CH2:11]1)[CH3:9])(C)(C)C.[ClH:35]. Product: [ClH:35].[NH2:7][C@H:8]([C@@H:10]1[CH2:14][CH2:13][N:12]([C:15]2[C:24]([CH:25]([F:27])[F:26])=[C:23]3[C:18]([C:19](=[O:32])[NH:20][C:21](=[O:31])[N:22]3[CH:28]3[CH2:30][CH2:29]3)=[CH:17][C:16]=2[F:33])[CH2:11]1)[CH3:9]. The catalyst class is: 4. (2) Reactant: [Cl:1][C:2]1[CH:3]=[C:4]([C:8](=[O:12])[CH:9](Br)[CH3:10])[CH:5]=[CH:6][CH:7]=1.[NH2:13][C:14]([CH3:18])([CH3:17])[CH2:15][OH:16]. Product: [OH:12][C:8]1([C:4]2[CH:5]=[CH:6][CH:7]=[C:2]([Cl:1])[CH:3]=2)[O:16][CH2:15][C:14]([CH3:18])([CH3:17])[NH:13][CH:9]1[CH3:10]. The catalyst class is: 115. (3) Reactant: [Cl:1][C:2]1[C:7]([Cl:8])=[CH:6][CH:5]=[CH:4][C:3]=1[CH:9]([NH:13]C(=O)OC(C)(C)C)[CH2:10][CH2:11][OH:12].FC(F)(F)C(O)=O. Product: [NH2:13][CH:9]([C:3]1[CH:4]=[CH:5][CH:6]=[C:7]([Cl:8])[C:2]=1[Cl:1])[CH2:10][CH2:11][OH:12]. The catalyst class is: 4.